From a dataset of Full USPTO retrosynthesis dataset with 1.9M reactions from patents (1976-2016). Predict the reactants needed to synthesize the given product. (1) The reactants are: [NH:1]1[C:9]2[C:4](=[CH:5][CH:6]=[CH:7][CH:8]=2)[C:3]([CH2:10][CH2:11][CH2:12][CH2:13][N:14]2[CH2:19][CH2:18][N:17]([C:20]3[CH:25]=[CH:24][C:23]([OH:26])=[CH:22][CH:21]=3)[CH2:16][CH2:15]2)=[CH:2]1.C(=O)([O-])[O-].[Cs+].[Cs+].S(C1C=CC(C)=CC=1)(O[CH2:37][CH2:38][F:39])(=O)=O. Given the product [F:39][CH2:38][CH2:37][O:26][C:23]1[CH:24]=[CH:25][C:20]([N:17]2[CH2:18][CH2:19][N:14]([CH2:13][CH2:12][CH2:11][CH2:10][C:3]3[C:4]4[C:9](=[CH:8][CH:7]=[CH:6][CH:5]=4)[NH:1][CH:2]=3)[CH2:15][CH2:16]2)=[CH:21][CH:22]=1, predict the reactants needed to synthesize it. (2) Given the product [CH3:15][C@H:4]1[C@H:3]([CH3:16])[C@@H:2]([NH:1][C:18]2[CH:23]=[CH:22][CH:21]=[CH:20][N:19]=2)[C:11]2[C:6](=[CH:7][CH:8]=[CH:9][CH:10]=2)[N:5]1[C:12](=[O:14])[CH3:13], predict the reactants needed to synthesize it. The reactants are: [NH2:1][C@H:2]1[C:11]2[C:6](=[CH:7][CH:8]=[CH:9][CH:10]=2)[N:5]([C:12](=[O:14])[CH3:13])[C@@H:4]([CH3:15])[C@@H:3]1[CH3:16].Br[C:18]1[CH:23]=[CH:22][CH:21]=[CH:20][N:19]=1.CC(C)([O-])C.[Na+].CN(C1C(C2C(P(C3CCCCC3)C3CCCCC3)=CC=CC=2)=CC=CC=1)C. (3) Given the product [NH2:12][C:7]1[CH:8]=[N:9][C:10]2[C:5]([C:6]=1[NH:15][CH2:16][CH2:17][CH2:18][NH:19][C:20](=[O:26])[O:21][C:22]([CH3:23])([CH3:25])[CH3:24])=[CH:4][CH:3]=[C:2]([Br:1])[CH:11]=2, predict the reactants needed to synthesize it. The reactants are: [Br:1][C:2]1[CH:11]=[C:10]2[C:5]([C:6]([NH:15][CH2:16][CH2:17][CH2:18][NH:19][C:20](=[O:26])[O:21][C:22]([CH3:25])([CH3:24])[CH3:23])=[C:7]([N+:12]([O-])=O)[CH:8]=[N:9]2)=[CH:4][CH:3]=1. (4) Given the product [CH3:1][C:2]1([CH3:23])[C:10]2[C:5](=[CH:6][C:7]([CH3:22])=[C:8]([O:11][C:12]3[O:13][CH:14]=[C:15]([C:17]([OH:19])=[O:18])[N:16]=3)[CH:9]=2)[CH2:4][CH2:3]1, predict the reactants needed to synthesize it. The reactants are: [CH3:1][C:2]1([CH3:23])[C:10]2[C:5](=[CH:6][C:7]([CH3:22])=[C:8]([O:11][C:12]3[O:13][CH:14]=[C:15]([C:17]([O:19]CC)=[O:18])[N:16]=3)[CH:9]=2)[CH2:4][CH2:3]1.C(C1C=CC(C)=C(C=1)OC1OC=C(C(O)=O)N=1)(C)(C)C. (5) Given the product [O:21]=[C:6]1[C:5]([CH:2]([NH:1][C:27]([CH:22]2[CH2:26][CH2:25][CH2:24][CH2:23]2)=[O:28])[CH2:3][CH3:4])=[N:10][N:9]=[C:8]([C:11]2[CH:20]=[CH:19][C:18]3[C:13](=[CH:14][CH:15]=[CH:16][CH:17]=3)[N:12]=2)[NH:7]1, predict the reactants needed to synthesize it. The reactants are: [NH2:1][CH:2]([C:5]1[C:6](=[O:21])[NH:7][C:8]([C:11]2[CH:20]=[CH:19][C:18]3[C:13](=[CH:14][CH:15]=[CH:16][CH:17]=3)[N:12]=2)=[N:9][N:10]=1)[CH2:3][CH3:4].[CH:22]1([C:27](Cl)=[O:28])[CH2:26][CH2:25][CH2:24][CH2:23]1.